Dataset: Full USPTO retrosynthesis dataset with 1.9M reactions from patents (1976-2016). Task: Predict the reactants needed to synthesize the given product. (1) Given the product [Cl:13][C:10]1[CH:11]=[CH:12][C:7]([N:5]2[CH:6]=[C:2]([C:21]3[CH:22]=[C:17]([CH:18]=[CH:19][CH:20]=3)[C:14]([OH:16])=[O:15])[CH:3]=[N:4]2)=[CH:8][CH:9]=1, predict the reactants needed to synthesize it. The reactants are: Br[C:2]1[CH:3]=[N:4][N:5]([C:7]2[CH:12]=[CH:11][C:10]([Cl:13])=[CH:9][CH:8]=2)[CH:6]=1.[C:14]([C:17]1[CH:18]=[C:19](B(O)O)[CH:20]=[CH:21][CH:22]=1)([OH:16])=[O:15].C1(P(C2C=CC=CC=2)C2C=CC=CC=2)C=CC=CC=1.C([O-])([O-])=O.[Na+].[Na+]. (2) Given the product [CH3:5][C:14]([O:41][CH2:38][CH2:6][N:7]([CH2:35][C:32]1[S:33][CH:34]=[C:30]([C:2]2[CH:3]=[C:4]3[C:8](=[C:9]([C:11]([NH2:13])=[O:12])[CH:10]=2)[NH:7][CH:6]=[C:5]3[CH:14]2[CH2:19][CH2:18][S:17](=[O:21])(=[O:20])[CH2:16][CH2:15]2)[CH:31]=1)[CH3:8])([CH3:19])[CH3:15], predict the reactants needed to synthesize it. The reactants are: Br[C:2]1[CH:3]=[C:4]2[C:8](=[C:9]([C:11]([NH2:13])=[O:12])[CH:10]=1)[NH:7][CH:6]=[C:5]2[CH:14]1[CH2:19][CH2:18][S:17](=[O:21])(=[O:20])[CH2:16][CH2:15]1.CC1(C)C(C)(C)OB([C:30]2[CH:31]=[C:32]([CH:35]=O)[S:33][CH:34]=2)O1.[C:38]([O-:41])([O-])=O.[K+].[K+]. (3) Given the product [CH2:1]([S:3]([NH:6][C:7]1[S:8][CH:9]=[C:10]([CH2:12][CH2:13][C:14]2[CH:15]=[CH:16][C:17]([CH2:20][C:21]([OH:23])=[O:22])=[CH:18][CH:19]=2)[N:11]=1)(=[O:4])=[O:5])[CH3:2], predict the reactants needed to synthesize it. The reactants are: [CH2:1]([S:3]([NH:6][C:7]1[S:8][CH:9]=[C:10]([CH2:12][CH2:13][C:14]2[CH:19]=[CH:18][C:17]([CH2:20][C:21]([O:23]C)=[O:22])=[CH:16][CH:15]=2)[N:11]=1)(=[O:5])=[O:4])[CH3:2].[OH-].[Na+]. (4) Given the product [CH3:13][O:1][C:2]1[C:10]([CH3:11])=[CH:9][CH:8]=[C:7]2[C:3]=1[CH2:4][CH2:5][C:6]2=[O:12], predict the reactants needed to synthesize it. The reactants are: [OH:1][C:2]1[C:10]([CH3:11])=[CH:9][CH:8]=[C:7]2[C:3]=1[CH2:4][CH2:5][C:6]2=[O:12].[C:13](=O)([O-])[O-].[K+].[K+].S(OC)(OC)(=O)=O.O. (5) Given the product [CH3:36][N:7]1[C:6]2[C:11](=[CH:12][C:3]([C:1]#[N:2])=[C:4]([C:37]3[CH:38]=[N:39][N:40]([CH3:42])[CH:41]=3)[CH:5]=2)[N:10]([C:13]2[C:17]3[CH2:18][NH:19][CH2:20][CH2:21][C:16]=3[N:15]([CH:29]3[CH2:34][CH2:33][O:32][CH2:31][CH2:30]3)[N:14]=2)[CH2:9][CH:8]1[CH3:35], predict the reactants needed to synthesize it. The reactants are: [C:1]([C:3]1[CH:12]=[C:11]2[C:6]([N:7]([CH3:36])[CH:8]([CH3:35])[CH2:9][N:10]2[C:13]2[C:17]3[CH2:18][N:19](C(OC(C)(C)C)=O)[CH2:20][CH2:21][C:16]=3[N:15]([CH:29]3[CH2:34][CH2:33][O:32][CH2:31][CH2:30]3)[N:14]=2)=[CH:5][C:4]=1[C:37]1[CH:38]=[N:39][N:40]([CH3:42])[CH:41]=1)#[N:2].FC(F)(F)C(O)=O. (6) Given the product [ClH:10].[NH:7]([C:11]([C:13]1[C:21]2[C:16](=[CH:17][CH:18]=[CH:19][CH:20]=2)[N:15]([C:22]2[CH:23]=[C:24]3[C:29](=[CH:30][CH:31]=2)[N:28]=[CH:27][CH:26]=[CH:25]3)[CH:14]=1)=[O:12])[C:6]([NH2:8])=[NH:5], predict the reactants needed to synthesize it. The reactants are: [Na].CO.Cl.[NH2:5][C:6]([NH2:8])=[NH:7].Cl.[Cl:10][C:11]([C:13]1[C:21]2[C:16](=[CH:17][CH:18]=[CH:19][CH:20]=2)[N:15]([C:22]2[CH:23]=[C:24]3[C:29](=[CH:30][CH:31]=2)[N:28]=[CH:27][CH:26]=[CH:25]3)[CH:14]=1)=[O:12]. (7) Given the product [C:1]([O:5][C:6]([N:8]1[CH2:12][C@@H:11]([CH2:13][N:14]([CH:31]([CH3:32])[CH3:33])[C:15](=[O:30])[C:16]2[CH:21]=[CH:20][C:19]([O:22][CH3:23])=[C:18]([O:24][CH2:25][CH2:26][CH2:27][O:28][CH3:29])[CH:17]=2)[C@H:10]([CH2:34][N:35]([CH:36]2[CH2:37][CH2:38]2)[C:76](=[O:77])[CH2:75][C:69]2[CH:74]=[CH:73][CH:72]=[CH:71][CH:70]=2)[CH2:9]1)=[O:7])([CH3:3])([CH3:4])[CH3:2], predict the reactants needed to synthesize it. The reactants are: [C:1]([O:5][C:6]([N:8]1[CH2:12][C@@H:11]([CH2:13][N:14]([CH:31]([CH3:33])[CH3:32])[C:15](=[O:30])[C:16]2[CH:21]=[CH:20][C:19]([O:22][CH3:23])=[C:18]([O:24][CH2:25][CH2:26][CH2:27][O:28][CH3:29])[CH:17]=2)[C@H:10]([CH2:34][NH:35][CH:36]2[CH2:38][CH2:37]2)[CH2:9]1)=[O:7])([CH3:4])([CH3:3])[CH3:2].CCN(CC)CC.O.ON1C2C=CC=CC=2N=N1.Cl.CN(C)CCCN=C=NCC.[C:69]1([CH2:75][C:76](O)=[O:77])[CH:74]=[CH:73][CH:72]=[CH:71][CH:70]=1. (8) Given the product [I:1][C:2]1[C:10]2[C:5](=[CH:6][CH:7]=[CH:8][C:9]=2[N+:11]([O-:13])=[O:12])[N:4]([CH2:15][C:16]2[CH:17]=[C:18]([CH:23]=[CH:24][CH:25]=2)[C:19]([O:21][CH3:22])=[O:20])[N:3]=1, predict the reactants needed to synthesize it. The reactants are: [I:1][C:2]1[C:10]2[C:5](=[CH:6][CH:7]=[CH:8][C:9]=2[N+:11]([O-:13])=[O:12])[NH:4][N:3]=1.Br[CH2:15][C:16]1[CH:17]=[C:18]([CH:23]=[CH:24][CH:25]=1)[C:19]([O:21][CH3:22])=[O:20].C(N=C(N(C)C)N(C)C)(C)(C)C. (9) Given the product [CH3:20][C:5]([S:7]([C:10]1[CH:11]=[N:12][C:13]([C:16]([F:18])([F:19])[F:17])=[CH:14][CH:15]=1)(=[O:8])=[O:9])([CH3:6])[C:4]([OH:21])=[O:3], predict the reactants needed to synthesize it. The reactants are: C([O:3][C:4](=[O:21])[C:5]([CH3:20])([S:7]([C:10]1[CH:11]=[N:12][C:13]([C:16]([F:19])([F:18])[F:17])=[CH:14][CH:15]=1)(=[O:9])=[O:8])[CH3:6])C.O.[OH-].[Li+].